The task is: Predict the reactants needed to synthesize the given product.. This data is from Full USPTO retrosynthesis dataset with 1.9M reactions from patents (1976-2016). (1) The reactants are: C(OC(=O)[NH:7][C:8]1[S:9][C:10]([C:34]2[CH:39]=[CH:38][CH:37]=[C:36]([O:40][CH3:41])[CH:35]=2)=[CH:11][C:12]=1[C:13]([N:15]1[CH2:20][CH2:19][CH:18]([N:21]2[CH2:33][CH2:32][CH2:31][C:23]3([C:27](=[O:28])[O:26][C:25]([CH3:30])([CH3:29])[CH2:24]3)[CH2:22]2)[CH2:17][CH2:16]1)=[O:14])(C)(C)C.C(=O)([O-])O.[Na+]. Given the product [NH2:7][C:8]1[S:9][C:10]([C:34]2[CH:39]=[CH:38][CH:37]=[C:36]([O:40][CH3:41])[CH:35]=2)=[CH:11][C:12]=1[C:13]([N:15]1[CH2:20][CH2:19][CH:18]([N:21]2[CH2:33][CH2:32][CH2:31][C:23]3([C:27](=[O:28])[O:26][C:25]([CH3:30])([CH3:29])[CH2:24]3)[CH2:22]2)[CH2:17][CH2:16]1)=[O:14], predict the reactants needed to synthesize it. (2) Given the product [CH:1]([C@H:4]1[C:8](=[O:9])[O:7][C:6](/[CH:10]=[C:11](\[CH3:28])/[CH2:12][CH2:13]/[CH:14]=[C:15](\[CH3:27])/[CH2:16][CH2:17]/[CH:18]=[C:19](\[CH3:26])/[CH2:20][CH2:21][CH:22]=[C:23]([CH3:25])[CH3:24])=[N:5]1)([CH3:3])[CH3:2], predict the reactants needed to synthesize it. The reactants are: [CH:1]([C@@H:4]1[C:8](=[O:9])[O:7][C:6](/[CH:10]=[C:11](\[CH3:28])/[CH2:12][CH2:13]/[CH:14]=[C:15](\[CH3:27])/[CH2:16][CH2:17]/[CH:18]=[C:19](\[CH3:26])/[CH2:20][CH2:21][CH:22]=[C:23]([CH3:25])[CH3:24])=[N:5]1)([CH3:3])[CH3:2].C(C/C(/C)=C/CC/C(/C)=C/CC(Cl)=O)/C=C(/CCC=C(C)C)\C.